From a dataset of Catalyst prediction with 721,799 reactions and 888 catalyst types from USPTO. Predict which catalyst facilitates the given reaction. Reactant: C([O:8][C:9](=[O:23])[CH2:10][CH:11]([NH:15][C:16]([O:18][C:19]([CH3:22])([CH3:21])[CH3:20])=[O:17])[C:12]([OH:14])=[O:13])C1C=CC=CC=1.[CH3:24][Si](C=[N+]=[N-])(C)C.CCCCCC. Product: [C:19]([O:18][C:16]([NH:15][CH:11]([C:12]([O:14][CH3:24])=[O:13])[CH2:10][C:9]([OH:8])=[O:23])=[O:17])([CH3:22])([CH3:21])[CH3:20]. The catalyst class is: 442.